This data is from Forward reaction prediction with 1.9M reactions from USPTO patents (1976-2016). The task is: Predict the product of the given reaction. (1) The product is: [F:15][C:14]([F:17])([F:16])[CH2:13][O:12][C:21]1[N:22]=[CH:23][C:24]([C:27]([O:29][CH3:30])=[O:28])=[N:25][CH:26]=1. Given the reactants C(=O)([O-])[O-].[Cs+].[Cs+].FC(F)(F)S([O:12][CH2:13][C:14]([F:17])([F:16])[F:15])(=O)=O.O[C:21]1[N:22]=[CH:23][C:24]([C:27]([O:29][CH3:30])=[O:28])=[N:25][CH:26]=1.[Cl-].[NH4+], predict the reaction product. (2) Given the reactants [CH3:1][C:2]1[C:3]([N:7]=[C:8]=[S:9])=[CH:4][S:5][CH:6]=1.[F:10][C:11]1[C:12]([NH2:18])=[C:13]([NH2:17])[CH:14]=[CH:15][CH:16]=1, predict the reaction product. The product is: [NH2:18][C:12]1[C:11]([F:10])=[CH:16][CH:15]=[CH:14][C:13]=1[NH:17][C:8]([NH:7][C:3]1[C:2]([CH3:1])=[CH:6][S:5][CH:4]=1)=[S:9]. (3) Given the reactants [F:1][C:2]1[CH:3]=[C:4]([C:12]2[N:16]([C:17]3[CH:22]=[CH:21][N:20]=[C:19]([Cl:23])[CH:18]=3)[N:15]=[C:14]([C:24]([OH:26])=O)[CH:13]=2)[CH:5]=[C:6]([O:8][CH:9]([F:11])[F:10])[CH:7]=1.ClC1C=C(C2N(C3C=NC=CC=3)N=C(C([N:48]3[CH2:53][CH2:52][NH:51][C:50](=[O:54])[CH2:49]3)=O)C=2)C=C(F)C=1.O=C1CNCCN1, predict the reaction product. The product is: [Cl:23][C:19]1[CH:18]=[C:17]([N:16]2[C:12]([C:4]3[CH:3]=[C:2]([F:1])[CH:7]=[C:6]([O:8][CH:9]([F:10])[F:11])[CH:5]=3)=[CH:13][C:14]([C:24]([N:48]3[CH2:53][CH2:52][NH:51][C:50](=[O:54])[CH2:49]3)=[O:26])=[N:15]2)[CH:22]=[CH:21][N:20]=1. (4) Given the reactants C([O:4][C:5]1[CH:14]=[CH:13][C:8]2[C:9]([CH3:12])=[N:10][O:11][C:7]=2[CH:6]=1)C=C.Cl.C(OCC)(=O)C.CN(C)[C:24]1[CH:29]=CC=C[CH:25]=1, predict the reaction product. The product is: [CH2:29]([C:6]1[C:7]2[O:11][N:10]=[C:9]([CH3:12])[C:8]=2[CH:13]=[CH:14][C:5]=1[OH:4])[CH:24]=[CH2:25].